This data is from Reaction yield outcomes from USPTO patents with 853,638 reactions. The task is: Predict the reaction yield, written as a fraction of the theoretical maximum amount of product (1.0 means a 100% yield; for example, 0.34 means a 34% yield). The reactants are [NH2:1][C:2]1[C:10]2[C:9]([C:11]3[CH:16]=[CH:15][C:14]([Cl:17])=[C:13]([Cl:18])[CH:12]=3)=[N:8][C:7](S(C)=O)=[N:6][C:5]=2[S:4][C:3]=1[C:22]([NH2:24])=[O:23].[NH2:25][CH2:26][C:27]([CH3:30])([OH:29])[CH3:28]. The catalyst is C(O)C. The product is [NH2:1][C:2]1[C:10]2[C:9]([C:11]3[CH:16]=[CH:15][C:14]([Cl:17])=[C:13]([Cl:18])[CH:12]=3)=[N:8][C:7]([NH:25][CH2:26][C:27]([OH:29])([CH3:30])[CH3:28])=[N:6][C:5]=2[S:4][C:3]=1[C:22]([NH2:24])=[O:23]. The yield is 0.110.